Dataset: Peptide-MHC class I binding affinity with 185,985 pairs from IEDB/IMGT. Task: Regression. Given a peptide amino acid sequence and an MHC pseudo amino acid sequence, predict their binding affinity value. This is MHC class I binding data. The peptide sequence is CTNTFVLKK. The MHC is HLA-A11:01 with pseudo-sequence HLA-A11:01. The binding affinity (normalized) is 0.598.